This data is from Forward reaction prediction with 1.9M reactions from USPTO patents (1976-2016). The task is: Predict the product of the given reaction. (1) Given the reactants [C:1]([O:5][C:6](=[O:54])[NH:7][CH:8]1[CH2:13][CH2:12][CH2:11][N:10]([CH2:14][C:15]2[NH:16][C:17]([C:20]3[CH:25]=[CH:24][C:23]([C:26]4[CH:31]=[CH:30][C:29]([C:32]5[NH:33][C:34]([CH:37]6[CH2:41][CH2:40][CH2:39][N:38]6[C:42](=[O:52])[CH:43]([NH:47][C:48]([O:50][CH3:51])=[O:49])[CH:44]([CH3:46])[CH3:45])=[N:35][CH:36]=5)=[CH:28][CH:27]=4)=[CH:22][CH:21]=3)=[CH:18][N:19]=2)[C:9]1=[O:53])(C)(C)C.COC(=O)N[CH:59](C(N1CCCC1C1NC(C2C=CC(C3C=CC(C4NC(CN5CCCC(N)C5=O)=NC=4)=CC=3)=CC=2)=CN=1)=O)[CH:60](C)C, predict the reaction product. The product is: [CH3:1][O:5][C:6](=[O:54])[NH:7][CH:8]1[CH2:13][CH2:12][CH:11]2[N:10]([CH:14]([C:15]3[NH:16][C:17]([C:20]4[CH:21]=[CH:22][C:23]([C:26]5[CH:31]=[CH:30][C:29]([C:32]6[NH:33][C:34]([CH:37]7[CH2:41][CH2:40][CH2:39][N:38]7[C:42](=[O:52])[CH:43]([NH:47][C:48]([O:50][CH3:51])=[O:49])[CH:44]([CH3:45])[CH3:46])=[N:35][CH:36]=6)=[CH:28][CH:27]=5)=[CH:24][CH:25]=4)=[CH:18][N:19]=3)[CH2:59][CH2:60]2)[C:9]1=[O:53]. (2) Given the reactants [CH2:1]([NH:5][C:6](=[O:16])/[CH:7]=[CH:8]/[CH:9]=[CH:10]\[CH2:11][CH2:12][CH2:13][CH2:14][CH3:15])[CH:2]([CH3:4])[CH3:3].II, predict the reaction product. The product is: [CH2:1]([NH:5][C:6](=[O:16])/[CH:7]=[CH:8]/[CH:9]=[CH:10]/[CH2:11][CH2:12][CH2:13][CH2:14][CH3:15])[CH:2]([CH3:4])[CH3:3]. (3) Given the reactants [N:1]1([C:7]2[CH:12]=[CH:11][C:10]([NH:13][C:14]([C:16]3[CH2:21][CH2:20][CH2:19][CH2:18][C:17]=3[C:22]3[CH:27]=[CH:26][C:25]([C:28]([F:31])([F:30])[F:29])=[CH:24][CH:23]=3)=[O:15])=[CH:9][CH:8]=2)[CH2:6][CH2:5][NH:4][CH2:3][CH2:2]1.[CH:32]([C:34]1[CH:35]=[C:36]([CH:39]=[CH:40][CH:41]=1)[C:37]#[N:38])=O.C(O[BH-](OC(=O)C)OC(=O)C)(=O)C.[Na+], predict the reaction product. The product is: [C:37]([C:36]1[CH:35]=[C:34]([CH:41]=[CH:40][CH:39]=1)[CH2:32][N:4]1[CH2:5][CH2:6][N:1]([C:7]2[CH:8]=[CH:9][C:10]([NH:13][C:14]([C:16]3[CH2:21][CH2:20][CH2:19][CH2:18][C:17]=3[C:22]3[CH:23]=[CH:24][C:25]([C:28]([F:29])([F:31])[F:30])=[CH:26][CH:27]=3)=[O:15])=[CH:11][CH:12]=2)[CH2:2][CH2:3]1)#[N:38].